Dataset: HIV replication inhibition screening data with 41,000+ compounds from the AIDS Antiviral Screen. Task: Binary Classification. Given a drug SMILES string, predict its activity (active/inactive) in a high-throughput screening assay against a specified biological target. (1) The drug is O=S1(=O)NCNc2cc(C(F)(F)F)ccc21. The result is 0 (inactive). (2) The compound is CN1CN(C(=O)N2CN(C)C(=O)N(C)C2)CN(C)C1=O. The result is 0 (inactive). (3) The molecule is CC(=O)C1C(=O)C(C(C)=O)C2C3C=CC(C3)C12. The result is 0 (inactive). (4) The result is 0 (inactive). The compound is COc1cc(C=C2SC(=S)N(C=C(C#N)C(=O)c3ccc4ccccc4c3)C2=O)cc(OC)c1OC.